Dataset: CYP2C19 inhibition data for predicting drug metabolism from PubChem BioAssay. Task: Regression/Classification. Given a drug SMILES string, predict its absorption, distribution, metabolism, or excretion properties. Task type varies by dataset: regression for continuous measurements (e.g., permeability, clearance, half-life) or binary classification for categorical outcomes (e.g., BBB penetration, CYP inhibition). Dataset: cyp2c19_veith. (1) The drug is O=C(N/N=C1/C[C@@H](O)[C@@H](O)[C@H]2[C@@H]1CC[C@@H]1C(=O)N(C3CCCCC3)C(=O)[C@H]12)OCc1ccccc1. The result is 0 (non-inhibitor). (2) The compound is COc1ccc(Oc2ncc3nc(-c4ccc(Cl)cc4)c(=O)n(C4CC4)c3n2)cc1. The result is 0 (non-inhibitor). (3) The drug is Nc1cc(=O)[nH]c(N)n1. The result is 0 (non-inhibitor).